From a dataset of Peptide-MHC class I binding affinity with 185,985 pairs from IEDB/IMGT. Regression. Given a peptide amino acid sequence and an MHC pseudo amino acid sequence, predict their binding affinity value. This is MHC class I binding data. (1) The peptide sequence is QMLTSGEYK. The MHC is HLA-A31:01 with pseudo-sequence HLA-A31:01. The binding affinity (normalized) is 0.691. (2) The peptide sequence is SLVIVTTFV. The MHC is HLA-A26:01 with pseudo-sequence HLA-A26:01. The binding affinity (normalized) is 0.156.